This data is from HIV replication inhibition screening data with 41,000+ compounds from the AIDS Antiviral Screen. The task is: Binary Classification. Given a drug SMILES string, predict its activity (active/inactive) in a high-throughput screening assay against a specified biological target. (1) The drug is COc1cc(C2OC(N)=C(C#N)C3=C2C(C)CCC3)cc(OC)c1OC. The result is 0 (inactive). (2) The compound is NNC(Cc1ccccc1)=NNO. The result is 0 (inactive). (3) The compound is O=P1(N2CCCCC2)OCC2(CO1)COP(=O)(N1CCCCC1)OC2. The result is 0 (inactive). (4) The drug is COc1ccc(Cl)c2c3nn4c(nc-3nc12)[nH]c1cc(Cl)ccc14. The result is 0 (inactive).